Dataset: Forward reaction prediction with 1.9M reactions from USPTO patents (1976-2016). Task: Predict the product of the given reaction. Given the reactants Br[C:2]1[CH:11]=[CH:10][C:5]([C:6]([O:8][CH3:9])=[O:7])=[C:4]([F:12])[CH:3]=1.[CH3:13][C:14]1([CH3:30])[C:18]([CH3:20])([CH3:19])[O:17][B:16]([B:16]2[O:17][C:18]([CH3:20])([CH3:19])[C:14]([CH3:30])([CH3:13])[O:15]2)[O:15]1.C([O-])(=O)C.[K+], predict the reaction product. The product is: [CH3:9][O:8][C:6](=[O:7])[C:5]1[CH:10]=[CH:11][C:2]([B:16]2[O:17][C:18]([CH3:20])([CH3:19])[C:14]([CH3:30])([CH3:13])[O:15]2)=[CH:3][C:4]=1[F:12].